This data is from NCI-60 drug combinations with 297,098 pairs across 59 cell lines. The task is: Regression. Given two drug SMILES strings and cell line genomic features, predict the synergy score measuring deviation from expected non-interaction effect. (1) Drug 1: CC1CCC2CC(C(=CC=CC=CC(CC(C(=O)C(C(C(=CC(C(=O)CC(OC(=O)C3CCCCN3C(=O)C(=O)C1(O2)O)C(C)CC4CCC(C(C4)OC)OCCO)C)C)O)OC)C)C)C)OC. Drug 2: CC(C)CN1C=NC2=C1C3=CC=CC=C3N=C2N. Cell line: HT29. Synergy scores: CSS=2.46, Synergy_ZIP=-5.89, Synergy_Bliss=-7.06, Synergy_Loewe=-12.4, Synergy_HSA=-6.81. (2) Drug 1: C1CC(C1)(C(=O)O)C(=O)O.[NH2-].[NH2-].[Pt+2]. Drug 2: CCN(CC)CCNC(=O)C1=C(NC(=C1C)C=C2C3=C(C=CC(=C3)F)NC2=O)C. Cell line: HCT-15. Synergy scores: CSS=-16.9, Synergy_ZIP=3.12, Synergy_Bliss=-6.54, Synergy_Loewe=-21.5, Synergy_HSA=-19.5. (3) Cell line: UO-31. Drug 2: C1=CC=C(C=C1)NC(=O)CCCCCCC(=O)NO. Drug 1: CC1=C(C(CCC1)(C)C)C=CC(=CC=CC(=CC(=O)O)C)C. Synergy scores: CSS=10.5, Synergy_ZIP=-3.64, Synergy_Bliss=-0.668, Synergy_Loewe=-6.07, Synergy_HSA=0.135. (4) Drug 1: C1=CN(C=N1)CC(O)(P(=O)(O)O)P(=O)(O)O. Drug 2: C1CNP(=O)(OC1)N(CCCl)CCCl. Cell line: KM12. Synergy scores: CSS=2.52, Synergy_ZIP=-0.170, Synergy_Bliss=-0.984, Synergy_Loewe=-1.01, Synergy_HSA=-2.59.